From a dataset of Forward reaction prediction with 1.9M reactions from USPTO patents (1976-2016). Predict the product of the given reaction. (1) Given the reactants [CH3:1][C:2]1[C:3]([C:17]([O:19]C)=[O:18])=[CH:4][C:5]2[N:6]([N:8]=[C:9]([C:11]3[CH:16]=[CH:15][CH:14]=[CH:13][CH:12]=3)[N:10]=2)[CH:7]=1.O.[OH-].[Li+].Cl, predict the reaction product. The product is: [CH3:1][C:2]1[C:3]([C:17]([OH:19])=[O:18])=[CH:4][C:5]2[N:6]([N:8]=[C:9]([C:11]3[CH:16]=[CH:15][CH:14]=[CH:13][CH:12]=3)[N:10]=2)[CH:7]=1. (2) Given the reactants [I:1]N1C(=O)CCC1=O.[NH2:9][C:10]1[CH:17]=[CH:16][C:13]([C:14]#[N:15])=[C:12]([CH2:18][CH3:19])[CH:11]=1.[OH-].[Na+], predict the reaction product. The product is: [NH2:9][C:10]1[C:17]([I:1])=[CH:16][C:13]([C:14]#[N:15])=[C:12]([CH2:18][CH3:19])[CH:11]=1.